The task is: Binary Classification. Given a drug SMILES string, predict its activity (active/inactive) in a high-throughput screening assay against a specified biological target.. This data is from Kir2.1 potassium channel HTS with 301,493 compounds. The molecule is S1\C(C(=O)c2c1cccc2)=C\c1ccc(NC(=O)C)cc1. The result is 0 (inactive).